From a dataset of Retrosynthesis with 50K atom-mapped reactions and 10 reaction types from USPTO. Predict the reactants needed to synthesize the given product. (1) Given the product Cc1cc(C[C@@H](OC(=O)N2CCC(N3CCc4ccccc4NC3=O)CC2)C(=O)N2CCC(c3ccncc3)CC2)cc(C)c1O, predict the reactants needed to synthesize it. The reactants are: Cc1cc(C[C@@H](OC(=O)N2CCC(N3CCc4ccccc4NC3=O)CC2)C(=O)O)cc(C)c1O.c1cc(C2CCNCC2)ccn1. (2) Given the product CC(=O)NCCc1cccs1, predict the reactants needed to synthesize it. The reactants are: CC(=O)OC(C)=O.NCCc1cccs1. (3) Given the product O=C(Nc1cccc(OCCCN2CCOCC2)c1)Oc1ccc([N+](=O)[O-])cc1, predict the reactants needed to synthesize it. The reactants are: Nc1cccc(OCCCN2CCOCC2)c1.O=C(Cl)Oc1ccc([N+](=O)[O-])cc1.